Dataset: Forward reaction prediction with 1.9M reactions from USPTO patents (1976-2016). Task: Predict the product of the given reaction. (1) Given the reactants CS[CH:3]1[N:11]([CH2:12][CH2:13][CH2:14][CH2:15][CH3:16])[C:10]2[N:9]=[C:8]([C:17]([F:20])([F:19])[F:18])[NH:7][C:6]=2[C:5](=[O:21])[NH:4]1.[NH2:22][NH2:23], predict the reaction product. The product is: [CH2:12]([N:11]1[C:10]2[N:9]=[C:8]([C:17]([F:20])([F:19])[F:18])[NH:7][C:6]=2[C:5](=[O:21])[NH:4]/[C:3]/1=[N:22]\[NH2:23])[CH2:13][CH2:14][CH2:15][CH3:16]. (2) The product is: [CH2:40]([NH:47][C:7]([C:6]1[S:5][C:4]([N:10]2[CH:15]=[CH:14][C:13]([O:16][CH2:17][C:18]3[CH:23]=[CH:22][CH:21]=[CH:20][CH:19]=3)=[CH:12][C:11]2=[O:24])=[N:3][C:2]=1[CH3:1])=[O:9])[C:41]1[CH:46]=[CH:45][CH:44]=[CH:43][CH:42]=1. Given the reactants [CH3:1][C:2]1[N:3]=[C:4]([N:10]2[CH:15]=[CH:14][C:13]([O:16][CH2:17][C:18]3[CH:23]=[CH:22][CH:21]=[CH:20][CH:19]=3)=[CH:12][C:11]2=[O:24])[S:5][C:6]=1[C:7]([OH:9])=O.CN1CCOCC1.C(OC(Cl)=O)C(C)C.[CH2:40]([NH2:47])[C:41]1[CH:46]=[CH:45][CH:44]=[CH:43][CH:42]=1, predict the reaction product. (3) Given the reactants Cl[C:2]1[CH:3]=[CH:4][N:5]2[C:10]([C:11]=1[CH3:12])=[C:9]([CH:13]1[CH2:15][CH2:14]1)[CH:8]=[C:7]([C:16]([O:18][CH3:19])=[O:17])[C:6]2=[O:20].C(=O)([O-])[O-].[Cs+].[Cs+].CC1(C)C(C)(C)OB([C:35]2[CH:36]=[C:37]3[C:41](=[CH:42][CH:43]=2)[NH:40][N:39]=[CH:38]3)O1.COCCOC, predict the reaction product. The product is: [NH:40]1[C:41]2[C:37](=[CH:36][C:35]([C:2]3[CH:3]=[CH:4][N:5]4[C:10]([C:11]=3[CH3:12])=[C:9]([CH:13]3[CH2:15][CH2:14]3)[CH:8]=[C:7]([C:16]([O:18][CH3:19])=[O:17])[C:6]4=[O:20])=[CH:43][CH:42]=2)[CH:38]=[N:39]1. (4) Given the reactants [F:1][C:2]1[CH:7]=[CH:6][CH:5]=[CH:4][C:3]=1[N:8]1[CH2:13][CH2:12][NH:11][CH2:10][CH2:9]1.[Cl:14][C:15]1[CH:23]=[C:22]2[C:18]([C:19]([C:24](O)=[O:25])=[CH:20][NH:21]2)=[CH:17][CH:16]=1, predict the reaction product. The product is: [Cl:14][C:15]1[CH:23]=[C:22]2[C:18]([C:19]([C:24]([N:11]3[CH2:12][CH2:13][N:8]([C:3]4[CH:4]=[CH:5][CH:6]=[CH:7][C:2]=4[F:1])[CH2:9][CH2:10]3)=[O:25])=[CH:20][NH:21]2)=[CH:17][CH:16]=1.